From a dataset of Catalyst prediction with 721,799 reactions and 888 catalyst types from USPTO. Predict which catalyst facilitates the given reaction. (1) Reactant: [CH2:1]([CH:3]([C:6]1[C:10]([CH2:11][CH2:12][CH2:13][OH:14])=[CH:9][N:8]([C:15]2[N:16]=[N:17][C:18]([C:21]([F:24])([F:23])[F:22])=[CH:19][CH:20]=2)[N:7]=1)[CH2:4][CH3:5])[CH3:2].O[C:26]1[C:31]([O:32][CH3:33])=[CH:30][CH:29]=[CH:28][C:27]=1[CH2:34][C:35]([O:37]C)=[O:36].C(P(CCCC)CCCC)CCC.N(C(N1CCCCC1)=O)=NC(N1CCCCC1)=O. Product: [CH2:1]([CH:3]([C:6]1[C:10]([CH2:11][CH2:12][CH2:13][O:14][C:26]2[C:31]([O:32][CH3:33])=[CH:30][CH:29]=[CH:28][C:27]=2[CH2:34][C:35]([OH:37])=[O:36])=[CH:9][N:8]([C:15]2[N:16]=[N:17][C:18]([C:21]([F:22])([F:24])[F:23])=[CH:19][CH:20]=2)[N:7]=1)[CH2:4][CH3:5])[CH3:2]. The catalyst class is: 7. (2) Reactant: Br[CH2:2][C:3](OC)=[O:4].[CH2:7]([O:9][C:10]1[CH:18]=[CH:17][C:13]([C:14]([NH2:16])=[O:15])=[CH:12][C:11]=1[NH:19][C:20]([NH2:22])=[S:21])[CH3:8].[NH4+].[OH-].O. Product: [CH2:7]([O:9][C:10]1[CH:18]=[CH:17][C:13]([C:14]([NH2:16])=[O:15])=[CH:12][C:11]=1[NH:19][C:20]1[S:21][CH:2]=[C:3]([OH:4])[N:22]=1)[CH3:8]. The catalyst class is: 8. (3) Reactant: [N:1]([CH2:4][CH2:5][C:6]1[O:7][C:8]2[CH:14]=[CH:13][C:12]([C:15]3[CH:22]=[CH:21][C:18]([C:19]#[N:20])=[CH:17][CH:16]=3)=[CH:11][C:9]=2[CH:10]=1)=[N+]=[N-].C1(P(C2C=CC=CC=2)C2C=CC=CC=2)C=CC=CC=1.O.ClCCl. Product: [NH2:1][CH2:4][CH2:5][C:6]1[O:7][C:8]2[CH:14]=[CH:13][C:12]([C:15]3[CH:22]=[CH:21][C:18]([C:19]#[N:20])=[CH:17][CH:16]=3)=[CH:11][C:9]=2[CH:10]=1. The catalyst class is: 7. (4) Reactant: Br[CH:2]1[CH2:7][CH2:6][N:5]([C:8]([O:10][C:11]([CH3:14])([CH3:13])[CH3:12])=[O:9])[CH2:4][CH2:3]1.C([O-])([O-])=O.[K+].[K+].[N:21]1[NH:22][C:23](=[O:27])[CH:24]=[CH:25][CH:26]=1.O. Product: [O:27]=[C:23]1[N:22]([CH:2]2[CH2:7][CH2:6][N:5]([C:8]([O:10][C:11]([CH3:14])([CH3:13])[CH3:12])=[O:9])[CH2:4][CH2:3]2)[N:21]=[CH:26][CH:25]=[CH:24]1. The catalyst class is: 3.